From a dataset of Forward reaction prediction with 1.9M reactions from USPTO patents (1976-2016). Predict the product of the given reaction. (1) Given the reactants [Br:1][C:2]1[C:7](=[O:8])[NH:6][N:5]=[CH:4][C:3]=1[N:9]1[CH2:14][CH2:13][CH:12]([C:15]2[CH:22]=[CH:21][CH:20]=[CH:19][C:16]=2[C:17]#[N:18])[CH2:11][CH2:10]1.[C:23](O[C:23]([O:25][C:26]([CH3:29])([CH3:28])[CH3:27])=[O:24])([O:25][C:26]([CH3:29])([CH3:28])[CH3:27])=[O:24].C(N(CC)CC)C, predict the reaction product. The product is: [Br:1][C:2]1[C:7](=[O:8])[N:6]([C:23]([O:25][C:26]([CH3:29])([CH3:28])[CH3:27])=[O:24])[N:5]=[CH:4][C:3]=1[N:9]1[CH2:14][CH2:13][CH:12]([C:15]2[CH:22]=[CH:21][CH:20]=[CH:19][C:16]=2[C:17]#[N:18])[CH2:11][CH2:10]1. (2) Given the reactants [Br:1][C:2]1[CH:18]=[CH:17][C:5]([C:6]([NH:8][CH2:9][CH:10](OCC)[O:11]CC)=[O:7])=[C:4]([Cl:19])[CH:3]=1.Cl.O, predict the reaction product. The product is: [Br:1][C:2]1[CH:18]=[CH:17][C:5]([C:6]([NH:8][CH2:9][CH:10]=[O:11])=[O:7])=[C:4]([Cl:19])[CH:3]=1.